From a dataset of Forward reaction prediction with 1.9M reactions from USPTO patents (1976-2016). Predict the product of the given reaction. (1) Given the reactants [Br:1][C:2]1[CH:38]=[CH:37][C:36]([F:39])=[CH:35][C:3]=1[O:4][CH:5]1[CH2:10][CH2:9][N:8]([C:11]2[S:15][C:14]([C:16]3[N:20]=[C:19]([CH2:21][C@@H:22]([C:30]([O:32]CC)=[O:31])[NH:23]C(=O)C(F)(F)F)[O:18][N:17]=3)=[N:13][N:12]=2)[CH2:7][CH2:6]1.[OH-].[Na+].Cl, predict the reaction product. The product is: [Br:1][C:2]1[CH:38]=[CH:37][C:36]([F:39])=[CH:35][C:3]=1[O:4][CH:5]1[CH2:10][CH2:9][N:8]([C:11]2[S:15][C:14]([C:16]3[N:20]=[C:19]([CH2:21][C@@H:22]([C:30]([OH:32])=[O:31])[NH2:23])[O:18][N:17]=3)=[N:13][N:12]=2)[CH2:7][CH2:6]1. (2) Given the reactants Cl.[NH:2]1[CH2:5][CH:4]([C:6]2[C:11]([Br:12])=[CH:10][N:9]=[C:8]([Cl:13])[N:7]=2)[CH2:3]1.CN(C(ON1N=NC2C=CC=NC1=2)=[N+](C)C)C.F[P-](F)(F)(F)(F)F.[NH:38]1[C:42]2[CH:43]=[CH:44][CH:45]=[CH:46][C:41]=2[N:40]=[C:39]1[C:47](O)=[O:48], predict the reaction product. The product is: [NH:38]1[C:42]2[CH:43]=[CH:44][CH:45]=[CH:46][C:41]=2[N:40]=[C:39]1[C:47]([N:2]1[CH2:5][CH:4]([C:6]2[C:11]([Br:12])=[CH:10][N:9]=[C:8]([Cl:13])[N:7]=2)[CH2:3]1)=[O:48]. (3) Given the reactants [S:1]1[CH2:4][C:3](=[CH:5][C:6]([O:8][CH2:9][CH3:10])=[O:7])[CH2:2]1.[BH4-].[Na+], predict the reaction product. The product is: [S:1]1[CH2:4][CH:3]([CH2:5][C:6]([O:8][CH2:9][CH3:10])=[O:7])[CH2:2]1. (4) Given the reactants [NH2:1][C:2]1[CH:9]=[CH:8][C:5]([C:6]#[N:7])=[CH:4][CH:3]=1.[H-].[Na+].[CH2:12]([N:19]1[C:23]2[N:24]=[C:25](F)[N:26]=[C:27]([O:28][C:29]3[C:34]([CH3:35])=[CH:33][C:32]([CH3:36])=[CH:31][C:30]=3[CH3:37])[C:22]=2[CH:21]=[CH:20]1)[C:13]1[CH:18]=[CH:17][CH:16]=[CH:15][CH:14]=1, predict the reaction product. The product is: [CH2:12]([N:19]1[C:23]2[N:24]=[C:25]([NH:1][C:2]3[CH:9]=[CH:8][C:5]([C:6]#[N:7])=[CH:4][CH:3]=3)[N:26]=[C:27]([O:28][C:29]3[C:30]([CH3:37])=[CH:31][C:32]([CH3:36])=[CH:33][C:34]=3[CH3:35])[C:22]=2[CH:21]=[CH:20]1)[C:13]1[CH:18]=[CH:17][CH:16]=[CH:15][CH:14]=1. (5) Given the reactants [CH3:1][C@@H:2]1[C:12]2[C:13]3[C:8]([CH:9]=[CH:10][CH:11]=2)=[CH:7][CH:6]=[CH:5][C:4]=3[C@H:3]1[N:14]1[CH2:19][CH2:18][CH:17]([N:20]2[C:28]3[C:23](=[CH:24][CH:25]=[CH:26][CH:27]=3)[CH:22]([CH2:29][C:30]([O-])=[O:31])[C:21]2=[O:33])[CH2:16][CH2:15]1.[CH3:34][NH2:35], predict the reaction product. The product is: [CH3:34][NH:35][C:30](=[O:31])[CH2:29][CH:22]1[C:23]2[C:28](=[CH:27][CH:26]=[CH:25][CH:24]=2)[N:20]([CH:17]2[CH2:18][CH2:19][N:14]([CH:3]3[C:4]4=[C:13]5[C:8](=[CH:7][CH:6]=[CH:5]4)[CH:9]=[CH:10][CH:11]=[C:12]5[CH:2]3[CH3:1])[CH2:15][CH2:16]2)[C:21]1=[O:33]. (6) The product is: [NH2:1][CH2:4][C:5]([NH:7][C:8]1[CH:9]=[N:10][C:11]([O:14][C:15]2[CH:16]=[C:17]3[C:22](=[CH:23][CH:24]=2)[O:21][CH:20]([C:25]2[CH:26]=[CH:27][CH:28]=[CH:29][CH:30]=2)[CH2:19][CH2:18]3)=[CH:12][CH:13]=1)=[O:6]. Given the reactants [N:1]([CH2:4][C:5]([NH:7][C:8]1[CH:9]=[N:10][C:11]([O:14][C:15]2[CH:16]=[C:17]3[C:22](=[CH:23][CH:24]=2)[O:21][CH:20]([C:25]2[CH:30]=[CH:29][CH:28]=[CH:27][CH:26]=2)[CH2:19][CH2:18]3)=[CH:12][CH:13]=1)=[O:6])=[N+]=[N-], predict the reaction product.